From a dataset of Reaction yield outcomes from USPTO patents with 853,638 reactions. Predict the reaction yield, written as a fraction of the theoretical maximum amount of product (1.0 means a 100% yield; for example, 0.34 means a 34% yield). (1) The catalyst is C1(C)C=CC=CC=1.CCOC(C)=O.CCCCCC.O. The reactants are C(N(CC)CC)C.C1(P(C2C=CC=CC=2)C2C=CC=CC=2)C=CC=CC=1.[CH3:27][O:28][C:29]([C@@H:31]1[CH2:35][C@@H:34]([OH:36])[CH2:33][N:32]1[S:37]([C:40]1[CH:49]=[CH:48][C:47]2[C:42](=[CH:43][CH:44]=[CH:45][CH:46]=2)[CH:41]=1)(=[O:39])=[O:38])=[O:30].N(C(OC(C)C)=O)=NC(OC(C)C)=O. The product is [CH3:27][O:28][C:29]([C@@H:31]1[CH2:35][C@H:34]([O:36][S:37]([CH3:40])(=[O:39])=[O:38])[CH2:33][N:32]1[S:37]([C:40]1[CH:49]=[CH:48][C:47]2[C:42](=[CH:43][CH:44]=[CH:45][CH:46]=2)[CH:41]=1)(=[O:39])=[O:38])=[O:30]. The yield is 0.860. (2) The reactants are [CH2:1]([O:19][CH2:20][CH:21]([O:27][CH2:28][CH2:29][CH2:30][CH2:31][CH2:32][CH2:33][CH2:34][CH2:35]/[CH:36]=[CH:37]\[CH2:38]/[CH:39]=[CH:40]\[CH2:41][CH2:42][CH2:43][CH2:44][CH3:45])[CH2:22][O:23]CC=C)[CH2:2][CH2:3][CH2:4][CH2:5][CH2:6][CH2:7][CH2:8]/[CH:9]=[CH:10]\[CH2:11]/[CH:12]=[CH:13]\[CH2:14][CH2:15][CH2:16][CH2:17][CH3:18].FC(F)(F)C(O)=O. The catalyst is C(O)C.[Pd].C1(P(C2C=CC=CC=2)C2C=CC=CC=2)C=CC=CC=1.C1(P(C2C=CC=CC=2)C2C=CC=CC=2)C=CC=CC=1.C1(P(C2C=CC=CC=2)C2C=CC=CC=2)C=CC=CC=1.C1(P(C2C=CC=CC=2)C2C=CC=CC=2)C=CC=CC=1. The product is [CH2:1]([O:19][CH2:20][CH:21]([CH2:22][OH:23])[O:27][CH2:28][CH2:29][CH2:30][CH2:31][CH2:32][CH2:33][CH2:34][CH2:35]/[CH:36]=[CH:37]\[CH2:38]/[CH:39]=[CH:40]\[CH2:41][CH2:42][CH2:43][CH2:44][CH3:45])[CH2:2][CH2:3][CH2:4][CH2:5][CH2:6][CH2:7][CH2:8]/[CH:9]=[CH:10]\[CH2:11]/[CH:12]=[CH:13]\[CH2:14][CH2:15][CH2:16][CH2:17][CH3:18]. The yield is 0.653. (3) The reactants are [Cl:1][C:2]1[N:3]=[C:4]([C:9]2[CH:14]=[CH:13][CH:12]=[CH:11][CH:10]=2)[NH:5][C:6]=1[CH:7]=O.C(O)(=O)C.[CH3:19][O:20][C:21]1[CH:26]=[C:25]([CH3:27])[C:24]([S:28]([N:31]2[CH2:36][CH2:35][CH2:34][CH2:33][CH:32]2[CH2:37][O:38][CH2:39][C:40]([N:42]2[CH2:47][CH2:46][NH:45][CH2:44][CH2:43]2)=[O:41])(=[O:30])=[O:29])=[C:23]([CH3:48])[CH:22]=1.C(O[BH-](OC(=O)C)OC(=O)C)(=O)C.[Na+]. The catalyst is ClCCl. The product is [Cl:1][C:2]1[NH:3][C:4]([C:9]2[CH:14]=[CH:13][CH:12]=[CH:11][CH:10]=2)=[N:5][C:6]=1[CH2:7][N:45]1[CH2:46][CH2:47][N:42]([C:40](=[O:41])[CH2:39][O:38][CH2:37][CH:32]2[CH2:33][CH2:34][CH2:35][CH2:36][N:31]2[S:28]([C:24]2[C:23]([CH3:48])=[CH:22][C:21]([O:20][CH3:19])=[CH:26][C:25]=2[CH3:27])(=[O:29])=[O:30])[CH2:43][CH2:44]1. The yield is 0.500. (4) The reactants are [CH3:1][C:2](=[O:7])[CH2:3][C:4](=O)[CH3:5].[Br:8][C:9]1[CH:16]=[CH:15]C(CBr)=[CH:11][CH:10]=1.C(=O)([O-])[O-].[K+].[K+]. The catalyst is CO. The product is [Br:8][C:9]1[CH:16]=[CH:15][C:5]([CH2:4][CH2:3][C:2](=[O:7])[CH3:1])=[CH:11][CH:10]=1. The yield is 0.670. (5) The reactants are C([O:3][C:4]([C:6]1[CH:7]=[C:8]2[C:13](=[CH:14][CH:15]=1)[N:12]=[CH:11][N:10]=[CH:9]2)=[O:5])C.[OH-].[Na+].Cl. The catalyst is C(O)C. The product is [N:12]1[C:13]2[C:8](=[CH:7][C:6]([C:4]([OH:5])=[O:3])=[CH:15][CH:14]=2)[CH:9]=[N:10][CH:11]=1. The yield is 0.220. (6) The reactants are [Cl:1][C:2]1[N:7]2[N:8]=[C:9]([C:15]3[CH:20]=[CH:19][C:18]([F:21])=[CH:17][CH:16]=3)[C:10]([C:11](=O)[C:12]#[CH:13])=[C:6]2[CH:5]=[CH:4][CH:3]=1.Cl.[CH:23]1([NH:28][C:29]([NH2:31])=[NH:30])[CH2:27][CH2:26][CH2:25][CH2:24]1.C(=O)([O-])[O-].[K+].[K+]. The catalyst is CN1CCCC1=O. The product is [Cl:1][C:2]1[N:7]2[N:8]=[C:9]([C:15]3[CH:20]=[CH:19][C:18]([F:21])=[CH:17][CH:16]=3)[C:10]([C:11]3[CH:12]=[CH:13][N:31]=[C:29]([NH:28][CH:23]4[CH2:27][CH2:26][CH2:25][CH2:24]4)[N:30]=3)=[C:6]2[CH:5]=[CH:4][CH:3]=1. The yield is 0.440.